From a dataset of Reaction yield outcomes from USPTO patents with 853,638 reactions. Predict the reaction yield, written as a fraction of the theoretical maximum amount of product (1.0 means a 100% yield; for example, 0.34 means a 34% yield). The reactants are [CH2:1]([N:8]1[C:36]2[C:31](=[CH:32][CH:33]=[CH:34][CH:35]=2)[C:10]([CH2:11][C@@H:12]([C:21]([O:23][CH2:24][C:25]2[CH:30]=[CH:29][CH:28]=[CH:27][CH:26]=2)=[O:22])[NH:13]C(OC(C)(C)C)=O)=[CH:9]1)[C:2]1[CH:7]=[CH:6][CH:5]=[CH:4][CH:3]=1.[ClH:37].O1CCOCC1. The catalyst is C(Cl)Cl. The product is [ClH:37].[CH2:1]([N:8]1[C:36]2[C:31](=[CH:32][CH:33]=[CH:34][CH:35]=2)[C:10]([CH2:11][C@@H:12]([C:21]([O:23][CH2:24][C:25]2[CH:30]=[CH:29][CH:28]=[CH:27][CH:26]=2)=[O:22])[NH2:13])=[CH:9]1)[C:2]1[CH:7]=[CH:6][CH:5]=[CH:4][CH:3]=1. The yield is 0.810.